Dataset: Full USPTO retrosynthesis dataset with 1.9M reactions from patents (1976-2016). Task: Predict the reactants needed to synthesize the given product. (1) Given the product [F:5][C:4]([F:7])([F:6])[C:3]([C:9]1[CH:37]=[CH:36][C:12]([CH2:13][N:14]2[CH2:15][CH2:16][CH:17]([S:20]([C:21]3[CH:26]=[CH:25][C:24]([NH:27][C:28]([NH:30][C@H:31]4[CH2:35][CH2:34][O:33][CH2:32]4)=[O:29])=[CH:23][CH:22]=3)=[O:45])[CH2:18][CH2:19]2)=[CH:11][CH:10]=1)([OH:8])[C:2]([F:38])([F:1])[F:39], predict the reactants needed to synthesize it. The reactants are: [F:1][C:2]([F:39])([F:38])[C:3]([C:9]1[CH:37]=[CH:36][C:12]([CH2:13][N:14]2[CH2:19][CH2:18][CH:17]([S:20][C:21]3[CH:26]=[CH:25][C:24]([NH:27][C:28]([NH:30][C@H:31]4[CH2:35][CH2:34][O:33][CH2:32]4)=[O:29])=[CH:23][CH:22]=3)[CH2:16][CH2:15]2)=[CH:11][CH:10]=1)([OH:8])[C:4]([F:7])([F:6])[F:5].ClC1C=C(C=CC=1)C(OO)=[O:45]. (2) Given the product [Cl:10][C:7]1[N:6]=[C:5]([NH:11][CH2:12][C:13]2[S:14][C:15]3[CH:20]=[CH:19][N:18]=[CH:17][C:16]=3[N:21]=2)[C:4]([NH2:1])=[CH:9][CH:8]=1, predict the reactants needed to synthesize it. The reactants are: [N+:1]([C:4]1[C:5]([NH:11][CH2:12][C:13]2[S:14][C:15]3[CH:20]=[CH:19][N:18]=[CH:17][C:16]=3[N:21]=2)=[N:6][C:7]([Cl:10])=[CH:8][CH:9]=1)([O-])=O. (3) Given the product [CH3:12][O:11][C:9]1[CH:8]=[CH:7][C:5]2[NH:6][C:2]([S:1][CH2:15][C:16]3[CH:22]=[CH:21][CH:20]=[CH:19][C:17]=3[NH2:18])=[N:3][C:4]=2[CH:10]=1, predict the reactants needed to synthesize it. The reactants are: [SH:1][C:2]1[NH:3][C:4]2[CH:10]=[C:9]([O:11][CH3:12])[CH:8]=[CH:7][C:5]=2[N:6]=1.Cl.Cl[CH2:15][C:16]1[CH:22]=[CH:21][CH:20]=[CH:19][C:17]=1[NH2:18]. (4) Given the product [Cl:4][C:5]1[CH:10]=[CH:9][C:8]([C:11](=[N:2][NH2:3])[CH2:12][CH:13]([CH3:15])[CH3:14])=[C:7]([F:17])[CH:6]=1, predict the reactants needed to synthesize it. The reactants are: O.[NH2:2][NH2:3].[Cl:4][C:5]1[CH:10]=[CH:9][C:8]([C:11](=O)[CH2:12][CH:13]([CH3:15])[CH3:14])=[C:7]([F:17])[CH:6]=1. (5) Given the product [F:3][C:4]1[CH:5]=[N:6][CH:7]=[CH:8][C:9]=1[C:10]1[CH:11]=[C:12]2[N:24]=[C:23]([S:25][CH3:27])[NH:22][C:13]2=[N:14][C:15]=1[C:16]1[CH:17]=[N:18][CH:19]=[CH:20][CH:21]=1, predict the reactants needed to synthesize it. The reactants are: [H-].[Na+].[F:3][C:4]1[CH:5]=[N:6][CH:7]=[CH:8][C:9]=1[C:10]1[CH:11]=[C:12]2[NH:24][C:23](=[S:25])[NH:22][C:13]2=[N:14][C:15]=1[C:16]1[CH:17]=[N:18][CH:19]=[CH:20][CH:21]=1.I[CH3:27]. (6) Given the product [CH3:1][C:2]1[CH:7]=[CH:6][C:5]([CH3:8])=[CH:4][C:3]=1[O:9][C:20]([CH3:19])([CH3:21])[C:10]([OH:13])=[O:12], predict the reactants needed to synthesize it. The reactants are: [CH3:1][C:2]1[CH:7]=[CH:6][C:5]([CH3:8])=[CH:4][C:3]=1[OH:9].[C:10]([O:13]CC)(=[O:12])C.CCC[CH2:19][CH2:20][CH3:21]. (7) The reactants are: [NH:1]([C:48]([O:50][C:51]([CH3:54])([CH3:53])[CH3:52])=[O:49])[C@H:2]([C:12]([NH:14][C@H:15]([C:37]([NH:39][CH2:40][C:41]([O:43][C:44]([CH3:47])([CH3:46])[CH3:45])=[O:42])=[O:38])[CH2:16][S:17]C(C1C=CC=CC=1)(C1C=CC=CC=1)C1C=CC=CC=1)=[O:13])[CH2:3][CH2:4][C:5](=[O:11])[O:6][C:7]([CH3:10])([CH3:9])[CH3:8].C(O)(C(F)(F)F)=O. Given the product [NH:1]([C:48]([O:50][C:51]([CH3:54])([CH3:53])[CH3:52])=[O:49])[C@H:2]([C:12]([NH:14][C@H:15]([C:37]([NH:39][CH2:40][C:41]([O:43][C:44]([CH3:46])([CH3:45])[CH3:47])=[O:42])=[O:38])[CH2:16][SH:17])=[O:13])[CH2:3][CH2:4][C:5](=[O:11])[O:6][C:7]([CH3:8])([CH3:9])[CH3:10], predict the reactants needed to synthesize it.